Predict the reaction yield, written as a fraction of the theoretical maximum amount of product (1.0 means a 100% yield; for example, 0.34 means a 34% yield). From a dataset of Reaction yield outcomes from USPTO patents with 853,638 reactions. (1) The reactants are [H-].[Al+3].[Li+].[H-].[H-].[H-].C([O:9][C:10]([C:12]1[C:13]([C:18]([F:21])([F:20])[F:19])=[N:14][O:15][C:16]=1[CH3:17])=O)C.C(OCC)(=O)C.O. The catalyst is C1COCC1. The product is [CH3:17][C:16]1[O:15][N:14]=[C:13]([C:18]([F:21])([F:20])[F:19])[C:12]=1[CH2:10][OH:9]. The yield is 0.600. (2) The reactants are [CH3:1][C:2]1([CH3:24])[C:6]([CH3:8])([CH3:7])[O:5][B:4]([C:9]2[CH:10]=[N:11][N:12]([CH2:14][CH2:15][NH:16][C:17](=[O:23])[O:18][C:19]([CH3:22])([CH3:21])[CH3:20])[CH:13]=2)[O:3]1.[H-].[Na+].[CH3:27]I. The catalyst is C1COCC1. The product is [CH3:27][N:16]([CH2:15][CH2:14][N:12]1[CH:13]=[C:9]([B:4]2[O:5][C:6]([CH3:7])([CH3:8])[C:2]([CH3:24])([CH3:1])[O:3]2)[CH:10]=[N:11]1)[C:17](=[O:23])[O:18][C:19]([CH3:22])([CH3:21])[CH3:20]. The yield is 0.380. (3) The reactants are Cl.[C:2]1([NH:8][C:9]2[N:28]=[C:12]3[CH:13]=[CH:14][CH:15]=[C:16]([C:17]4[CH:18]=[C:19]([CH:25]=[CH:26][CH:27]=4)[C:20](=[NH:24])OCC)[N:11]3[N:10]=2)[CH:7]=[CH:6][CH:5]=[CH:4][CH:3]=1.[CH:29]([NH:31][NH2:32])=O.C(N(C(C)C)CC)(C)C. The catalyst is C(O)C. The product is [NH:32]1[C:20]([C:19]2[CH:18]=[C:17]([C:16]3[N:11]4[N:10]=[C:9]([NH:8][C:2]5[CH:7]=[CH:6][CH:5]=[CH:4][CH:3]=5)[N:28]=[C:12]4[CH:13]=[CH:14][CH:15]=3)[CH:27]=[CH:26][CH:25]=2)=[N:24][CH:29]=[N:31]1. The yield is 0.253. (4) The product is [Cl:1][C:14]1[C:15]([OH:17])=[N:16][C:11]([C:8]2[CH:9]=[CH:10][C:5]([Cl:4])=[C:6]([O:22][CH3:23])[C:7]=2[F:21])=[N:12][C:13]=1[C:18]([OH:20])=[O:19]. The catalyst is Cl.O. The yield is 0.800. The reactants are [Cl:1][O-].[Na+].[Cl:4][C:5]1[CH:10]=[CH:9][C:8]([C:11]2[N:16]=[C:15]([OH:17])[CH:14]=[C:13]([C:18]([OH:20])=[O:19])[N:12]=2)=[C:7]([F:21])[C:6]=1[O:22][CH3:23]. (5) The reactants are [F:1][C:2]([F:15])([F:14])[O:3][C:4]1[CH:13]=[CH:12][C:7]2[N:8]=[C:9](N)[S:10][C:6]=2[CH:5]=1.C([CH2:18][O:19][C:20]1[C:21]([F:30])=[C:22]([C:27]([NH2:29])=[O:28])[C:23]([F:26])=[CH:24][CH:25]=1)#N. No catalyst specified. The product is [F:30][C:21]1[C:20]([O:19][CH2:18][C:9]2[S:10][C:6]3[CH:5]=[C:4]([O:3][C:2]([F:15])([F:14])[F:1])[CH:13]=[CH:12][C:7]=3[N:8]=2)=[CH:25][CH:24]=[C:23]([F:26])[C:22]=1[C:27]([NH2:29])=[O:28]. The yield is 0.340. (6) The reactants are [CH3:1][C@H:2]([C:15]([OH:17])=O)[C:3]1[CH:4]=[CH:5][C:6]2[CH:7]=[C:8]([O:13][CH3:14])[CH:9]=[CH:10][C:11]=2[CH:12]=1.[SH:18][CH2:19][CH2:20][CH2:21][CH2:22][OH:23].Cl.CN(C)CCCN=C=NCC. The catalyst is CN(C1C=CN=CC=1)C.ClCCl. The product is [OH:23][CH2:22][CH2:21][CH2:20][CH2:19][S:18][C:15](=[O:17])[C@H:2]([C:3]1[CH:4]=[CH:5][C:6]2[C:11](=[CH:10][CH:9]=[C:8]([O:13][CH3:14])[CH:7]=2)[CH:12]=1)[CH3:1]. The yield is 0.300.